From a dataset of Catalyst prediction with 721,799 reactions and 888 catalyst types from USPTO. Predict which catalyst facilitates the given reaction. (1) Reactant: [Cl:1][C:2]1[CH:10]=[C:9]2[C:5](/[C:6](=[CH:12]\[C:13]([CH3:16])([CH3:15])[CH3:14])/[C:7](=[O:11])[NH:8]2)=[CH:4][CH:3]=1.[Cl:17][C:18]1[CH:19]=[C:20]([CH:24]=[N:25][C:26]([O:28][Si](C)(C)C)=[CH2:27])[CH:21]=[CH:22][CH:23]=1. Product: [C:13]([CH:12]1[CH2:27][C:26](=[O:28])[NH:25][CH:24]([C:20]2[CH:21]=[CH:22][CH:23]=[C:18]([Cl:17])[CH:19]=2)[C:6]21[C:5]1[C:9](=[CH:10][C:2]([Cl:1])=[CH:3][CH:4]=1)[NH:8][C:7]2=[O:11])([CH3:16])([CH3:15])[CH3:14]. The catalyst class is: 11. (2) Reactant: Cl.C([N:6]([CH2:10][CH2:11][NH2:12])[C:7](=[O:9])[OH:8])(C)(C)C.[Br:13][C:14]1[C:15]2[O:24][C:23]([CH:25]=O)=[CH:22][C:16]=2[C:17](=[O:21])[N:18]([CH3:20])[CH:19]=1. Product: [C:16]([O:8][C:7](=[O:9])[NH:6][CH2:10][CH2:11][NH:12][CH2:25][C:23]1[O:24][C:15]2[C:14]([Br:13])=[CH:19][N:18]([CH3:20])[C:17](=[O:21])[C:16]=2[CH:22]=1)([CH3:22])([CH3:17])[CH3:15]. The catalyst class is: 130. (3) Reactant: [BH4-].[Na+].[O:3]=[C:4]1[N:8]([C:9]2[CH:10]=[CH:11][C:12]3[C:18](=[O:19])[CH2:17][CH2:16][CH2:15][CH2:14][C:13]=3[CH:20]=2)[CH2:7][CH:6]([CH2:21][NH:22][C:23](=[O:25])[CH3:24])[O:5]1.C([O-])(O)=O.[Na+]. Product: [OH:19][CH:18]1[C:12]2[CH:11]=[CH:10][C:9]([N:8]3[CH2:7][CH:6]([CH2:21][NH:22][C:23](=[O:25])[CH3:24])[O:5][C:4]3=[O:3])=[CH:20][C:13]=2[CH2:14][CH2:15][CH2:16][CH2:17]1. The catalyst class is: 14. (4) Reactant: C(N(CC)CC)C.Cl.[F:9][C:10]1[CH:11]=[CH:12][C:13]([CH3:23])=[C:14]2[C:18]=1[NH:17][C:16]([CH3:19])=[C:15]2[CH2:20][CH2:21][NH2:22].[C:24]1([C:33]2[CH:38]=[CH:37][CH:36]=[CH:35][CH:34]=2)[CH:29]=[CH:28][C:27]([C:30](Cl)=[O:31])=[CH:26][CH:25]=1. Product: [F:9][C:10]1[CH:11]=[CH:12][C:13]([CH3:23])=[C:14]2[C:18]=1[NH:17][C:16]([CH3:19])=[C:15]2[CH2:20][CH2:21][NH:22][C:30]([C:27]1[CH:28]=[CH:29][C:24]([C:33]2[CH:34]=[CH:35][CH:36]=[CH:37][CH:38]=2)=[CH:25][CH:26]=1)=[O:31]. The catalyst class is: 9. (5) Reactant: C([O:3][C:4](=O)[NH:5][CH2:6][CH2:7][C:8]1[S:9][CH:10]=[C:11]([Br:13])[CH:12]=1)C.O=P12OP3(OP(OP(O3)(O1)=O)(=O)O2)=O. Product: [Br:13][C:11]1[C:12]2[C:4](=[O:3])[NH:5][CH2:6][CH2:7][C:8]=2[S:9][CH:10]=1. The catalyst class is: 265. (6) Reactant: [Br:1][C:2]1[CH:9]=[C:6]([CH:7]=[O:8])[C:5](O)=[CH:4][CH:3]=1.[C:11](=O)([O-])[O-:12].[K+].[K+].S(OC)(OC)(=O)=O. Product: [Br:1][C:2]1[C:3]([O:12][CH3:11])=[CH:4][CH:5]=[C:6]([CH:9]=1)[CH:7]=[O:8]. The catalyst class is: 21. (7) Reactant: C([O-])([O-])=O.[Na+].[Na+].Br[C:8]1[CH:9]=[N:10][N:11]([CH:13]([CH3:15])[CH3:14])[CH:12]=1.[OH:16][C:17]([CH3:50])([CH3:49])[CH2:18][C@@:19]1([C:43]2[CH:48]=[CH:47][CH:46]=[CH:45][CH:44]=2)[O:24][C:23](=[O:25])[N:22]([C@H:26]([C:28]2[CH:33]=[CH:32][C:31](B3OC(C)(C)C(C)(C)O3)=[CH:30][CH:29]=2)[CH3:27])[CH2:21][CH2:20]1. Product: [CH:13]1([N:11]2[CH:12]=[C:8]([C:31]3[CH:30]=[CH:29][C:28]([C@@H:26]([N:22]4[CH2:21][CH2:20][C@:19]([CH2:18][C:17]([OH:16])([CH3:49])[CH3:50])([C:43]5[CH:48]=[CH:47][CH:46]=[CH:45][CH:44]=5)[O:24][C:23]4=[O:25])[CH3:27])=[CH:33][CH:32]=3)[CH:9]=[N:10]2)[CH2:15][CH2:14]1. The catalyst class is: 9. (8) Reactant: [Cl-].[Al+3].[Cl-].[Cl-].[CH:5]1[CH:10]=[CH:9][CH:8]=[CH:7][CH:6]=1.[Br:11][C:12]1[CH:17]=[CH:16][C:15]([S:18](Cl)(=[O:20])=[O:19])=[CH:14][C:13]=1[S:22](=[O:33])(=[O:32])[NH:23][CH2:24][CH2:25][C:26]1[CH:31]=[CH:30][CH:29]=[CH:28][N:27]=1. Product: [Br:11][C:12]1[CH:17]=[CH:16][C:15]([S:18]([C:5]2[CH:10]=[CH:9][CH:8]=[CH:7][CH:6]=2)(=[O:20])=[O:19])=[CH:14][C:13]=1[S:22]([NH:23][CH2:24][CH2:25][C:26]1[CH:31]=[CH:30][CH:29]=[CH:28][N:27]=1)(=[O:33])=[O:32]. The catalyst class is: 641. (9) Reactant: C[N:2]([C:18]1[CH:23]=[CH:22][CH:21]=[CH:20][CH:19]=1)[C:3]([C:5]1[C:6](=[O:17])[N:7]([CH3:16])[C:8]2[C:13]([C:14]=1[OH:15])=[CH:12][CH:11]=[CH:10][CH:9]=2)=[O:4].[F:24]C1C=CC(N)=CC=1.CCCCCCC. Product: [F:24][C:21]1[CH:22]=[CH:23][C:18]([NH:2][C:3]([C:5]2[C:6](=[O:17])[N:7]([CH3:16])[C:8]3[C:13]([C:14]=2[OH:15])=[CH:12][CH:11]=[CH:10][CH:9]=3)=[O:4])=[CH:19][CH:20]=1. The catalyst class is: 11.